This data is from Catalyst prediction with 721,799 reactions and 888 catalyst types from USPTO. The task is: Predict which catalyst facilitates the given reaction. Reactant: Br[C:2]1[CH:3]=[CH:4][C:5]2[O:10][CH2:9][C:8](=[O:11])[NH:7][C:6]=2[CH:12]=1.C([Li])CCC.[O:18]1[C:22]2([CH2:27][CH2:26][C:25](=[O:28])[CH2:24][CH2:23]2)[O:21][CH2:20][CH2:19]1.[Cl-].[NH4+]. Product: [OH:28][C:25]1([C:2]2[CH:3]=[CH:4][C:5]3[O:10][CH2:9][C:8](=[O:11])[NH:7][C:6]=3[CH:12]=2)[CH2:26][CH2:27][C:22]2([O:18][CH2:19][CH2:20][O:21]2)[CH2:23][CH2:24]1. The catalyst class is: 1.